This data is from Forward reaction prediction with 1.9M reactions from USPTO patents (1976-2016). The task is: Predict the product of the given reaction. (1) The product is: [S:8]1[C:12]2[CH:13]=[CH:14][CH:15]=[CH:16][C:11]=2[N:10]=[C:9]1[NH:17][C:18]([C:20]1[CH:21]=[CH:22][CH:23]=[C:24]2[C:29]=1[CH2:28][N:27]([C:30]1[S:31][C:32]([CH2:38][CH2:39][CH2:40][O:41][C:42]3[CH:43]=[CH:44][C:45]([C:48]4[N:57]=[CH:58][CH:59]=[CH:60][N:55]=4)=[CH:46][CH:47]=3)=[C:33]([C:35]([OH:37])=[O:36])[N:34]=1)[CH2:26][CH2:25]2)=[O:19]. Given the reactants C(O)(C(F)(F)F)=O.[S:8]1[C:12]2[CH:13]=[CH:14][CH:15]=[CH:16][C:11]=2[N:10]=[C:9]1[NH:17][C:18]([C:20]1[CH:21]=[CH:22][CH:23]=[C:24]2[C:29]=1[CH2:28][N:27]([C:30]1[S:31][C:32]([CH2:38][CH2:39][CH2:40][O:41][C:42]3[CH:47]=[CH:46][C:45]([C:48]4C(C#N)=CSC=4)=[CH:44][CH:43]=3)=[C:33]([C:35]([OH:37])=[O:36])[N:34]=1)[CH2:26][CH2:25]2)=[O:19].[N:55]1[CH:60]=[CH:59][CH:58]=[N:57]C=1C1C=CC(O)=CC=1, predict the reaction product. (2) The product is: [Br:32][C:33]1[CH:34]=[C:35]2[C:40](=[CH:41][CH:42]=1)[C:39](=[CH2:2])[CH2:38][CH2:37][CH2:36]2. Given the reactants [I-].[CH3:2][P+](C1C=CC=CC=1)(C1C=CC=CC=1)C1C=CC=CC=1.C[Si](C)(C)[N-][Si](C)(C)C.[K+].[Br:32][C:33]1[CH:34]=[C:35]2[C:40](=[CH:41][CH:42]=1)[C:39](=O)[CH2:38][CH2:37][CH2:36]2.[Cl-].[NH4+], predict the reaction product.